From a dataset of Aqueous solubility values for 9,982 compounds from the AqSolDB database. Regression/Classification. Given a drug SMILES string, predict its absorption, distribution, metabolism, or excretion properties. Task type varies by dataset: regression for continuous measurements (e.g., permeability, clearance, half-life) or binary classification for categorical outcomes (e.g., BBB penetration, CYP inhibition). For this dataset (solubility_aqsoldb), we predict Y. The compound is [Re]. The Y is -0.476 log mol/L.